Predict which catalyst facilitates the given reaction. From a dataset of Catalyst prediction with 721,799 reactions and 888 catalyst types from USPTO. (1) Product: [C:17]([C:19]1[N:23]([CH3:24])[C:22]([C:2]2[CH:7]=[CH:6][C:5]([S:8]([NH:11][CH2:12][C:13]([F:16])([F:15])[F:14])(=[O:10])=[O:9])=[CH:4][CH:3]=2)=[CH:21][CH:20]=1)#[N:18]. Reactant: Br[C:2]1[CH:7]=[CH:6][C:5]([S:8]([NH:11][CH2:12][C:13]([F:16])([F:15])[F:14])(=[O:10])=[O:9])=[CH:4][CH:3]=1.[C:17]([C:19]1[N:23]([CH3:24])[C:22](B(O)O)=[CH:21][CH:20]=1)#[N:18].[F-].[K+].C(P(C(C)(C)C)C(C)(C)C)(C)(C)C. The catalyst class is: 110. (2) Reactant: [F:1][C:2]1[CH:7]=[C:6]([N+:8]([O-:10])=[O:9])[CH:5]=[C:4]([F:11])[CH:3]=1.[CH3:12][Si:13](Cl)([CH3:15])[CH3:14].C[Si](C)(C)[N-][Si](C)(C)C.[Na+].O. Product: [F:1][C:2]1[CH:7]=[C:6]([N+:8]([O-:10])=[O:9])[CH:5]=[C:4]([F:11])[C:3]=1[Si:13]([CH3:15])([CH3:14])[CH3:12]. The catalyst class is: 56.